Dataset: NCI-60 drug combinations with 297,098 pairs across 59 cell lines. Task: Regression. Given two drug SMILES strings and cell line genomic features, predict the synergy score measuring deviation from expected non-interaction effect. (1) Drug 1: CN1CCC(CC1)COC2=C(C=C3C(=C2)N=CN=C3NC4=C(C=C(C=C4)Br)F)OC. Drug 2: C1=NNC2=C1C(=O)NC=N2. Cell line: HL-60(TB). Synergy scores: CSS=2.49, Synergy_ZIP=5.87, Synergy_Bliss=10.7, Synergy_Loewe=0.539, Synergy_HSA=0.962. (2) Drug 1: CCN(CC)CCNC(=O)C1=C(NC(=C1C)C=C2C3=C(C=CC(=C3)F)NC2=O)C. Drug 2: CCCCC(=O)OCC(=O)C1(CC(C2=C(C1)C(=C3C(=C2O)C(=O)C4=C(C3=O)C=CC=C4OC)O)OC5CC(C(C(O5)C)O)NC(=O)C(F)(F)F)O. Cell line: CAKI-1. Synergy scores: CSS=68.4, Synergy_ZIP=6.09, Synergy_Bliss=7.35, Synergy_Loewe=5.42, Synergy_HSA=5.97. (3) Synergy scores: CSS=14.7, Synergy_ZIP=-5.92, Synergy_Bliss=2.51, Synergy_Loewe=-25.2, Synergy_HSA=-1.26. Drug 1: CC1=CC2C(CCC3(C2CCC3(C(=O)C)OC(=O)C)C)C4(C1=CC(=O)CC4)C. Drug 2: CCC1=C2CN3C(=CC4=C(C3=O)COC(=O)C4(CC)O)C2=NC5=C1C=C(C=C5)O. Cell line: MALME-3M. (4) Drug 1: CC1C(C(CC(O1)OC2CC(CC3=C2C(=C4C(=C3O)C(=O)C5=C(C4=O)C(=CC=C5)OC)O)(C(=O)CO)O)N)O.Cl. Drug 2: CC(C)NC(=O)C1=CC=C(C=C1)CNNC.Cl. Cell line: NCI-H522. Synergy scores: CSS=9.76, Synergy_ZIP=-2.64, Synergy_Bliss=0.666, Synergy_Loewe=5.22, Synergy_HSA=3.30. (5) Drug 1: CC1=C2C(C(=O)C3(C(CC4C(C3C(C(C2(C)C)(CC1OC(=O)C(C(C5=CC=CC=C5)NC(=O)C6=CC=CC=C6)O)O)OC(=O)C7=CC=CC=C7)(CO4)OC(=O)C)O)C)OC(=O)C. Drug 2: CCC1(CC2CC(C3=C(CCN(C2)C1)C4=CC=CC=C4N3)(C5=C(C=C6C(=C5)C78CCN9C7C(C=CC9)(C(C(C8N6C)(C(=O)OC)O)OC(=O)C)CC)OC)C(=O)OC)O.OS(=O)(=O)O. Cell line: U251. Synergy scores: CSS=-1.92, Synergy_ZIP=1.49, Synergy_Bliss=-0.211, Synergy_Loewe=-6.99, Synergy_HSA=-4.38. (6) Cell line: HCC-2998. Drug 2: CS(=O)(=O)OCCCCOS(=O)(=O)C. Drug 1: CCC1=C2CN3C(=CC4=C(C3=O)COC(=O)C4(CC)O)C2=NC5=C1C=C(C=C5)O. Synergy scores: CSS=18.0, Synergy_ZIP=-2.69, Synergy_Bliss=-3.97, Synergy_Loewe=-12.3, Synergy_HSA=-1.78. (7) Drug 2: COC1=NC(=NC2=C1N=CN2C3C(C(C(O3)CO)O)O)N. Synergy scores: CSS=3.54, Synergy_ZIP=-1.37, Synergy_Bliss=0.356, Synergy_Loewe=-0.906, Synergy_HSA=0.241. Drug 1: C1=CC(=CC=C1CC(C(=O)O)N)N(CCCl)CCCl.Cl. Cell line: UO-31. (8) Drug 1: C1CCC(CC1)NC(=O)N(CCCl)N=O. Drug 2: C1=CC(=CC=C1C#N)C(C2=CC=C(C=C2)C#N)N3C=NC=N3. Cell line: COLO 205. Synergy scores: CSS=10.3, Synergy_ZIP=-0.530, Synergy_Bliss=1.47, Synergy_Loewe=-2.26, Synergy_HSA=-0.461. (9) Drug 1: CS(=O)(=O)C1=CC(=C(C=C1)C(=O)NC2=CC(=C(C=C2)Cl)C3=CC=CC=N3)Cl. Drug 2: CN1C(=O)N2C=NC(=C2N=N1)C(=O)N. Cell line: SK-MEL-28. Synergy scores: CSS=-11.0, Synergy_ZIP=3.80, Synergy_Bliss=0.802, Synergy_Loewe=-7.54, Synergy_HSA=-6.58.